From a dataset of Forward reaction prediction with 1.9M reactions from USPTO patents (1976-2016). Predict the product of the given reaction. (1) Given the reactants [CH2:1]([C:4]1[CH:5]=[C:6](Br)[CH:7]=[CH:8][C:9]=1[O:10][CH2:11][C:12]1[CH:17]=[CH:16][CH:15]=[CH:14][CH:13]=1)[CH2:2][CH3:3].[NH:19]1[CH2:24][CH2:23][O:22][CH2:21][CH2:20]1.C(=O)([O-])[O-].[Cs+].[Cs+], predict the reaction product. The product is: [CH2:1]([C:4]1[CH:5]=[C:6]([N:19]2[CH2:24][CH2:23][O:22][CH2:21][CH2:20]2)[CH:7]=[CH:8][C:9]=1[O:10][CH2:11][C:12]1[CH:17]=[CH:16][CH:15]=[CH:14][CH:13]=1)[CH2:2][CH3:3]. (2) Given the reactants S(=O)(=O)(O)O.[N+:6]([O-:9])(O)=[O:7].[N:10]1[CH:15]=[CH:14][C:13]([N:16]2[CH:20]=[CH:19][NH:18][CH2:17]2)=[CH:12][CH:11]=1.[OH-].[Na+], predict the reaction product. The product is: [N+:6]([CH:17]1[N:16]([C:13]2[CH:12]=[CH:11][N:10]=[CH:15][CH:14]=2)[CH:20]=[CH:19][NH:18]1)([O-:9])=[O:7]. (3) Given the reactants [H-].[Na+].[NH:3]1[C:11]2[C:6](=[CH:7][CH:8]=[CH:9][CH:10]=2)[C:5]([CH2:12][N:13]2[CH2:18][CH2:17][N:16]([C:19]([NH:21][C:22]3[CH:27]=[N:26][CH:25]=[CH:24][N:23]=3)=[O:20])[CH2:15][CH2:14]2)=[CH:4]1.Br[CH2:29][C:30]1[CH:35]=[CH:34][CH:33]=[C:32]([F:36])[CH:31]=1.[ClH:37].CCOC(C)=O, predict the reaction product. The product is: [ClH:37].[ClH:37].[F:36][C:32]1[CH:31]=[C:30]([CH:35]=[CH:34][CH:33]=1)[CH2:29][N:3]1[C:11]2[C:6](=[CH:7][CH:8]=[CH:9][CH:10]=2)[C:5]([CH2:12][N:13]2[CH2:14][CH2:15][N:16]([C:19]([NH:21][C:22]3[CH:27]=[N:26][CH:25]=[CH:24][N:23]=3)=[O:20])[CH2:17][CH2:18]2)=[CH:4]1. (4) Given the reactants [CH2:1]1[C:9]2[C:4](=[CH:5][CH:6]=[CH:7][CH:8]=2)[CH2:3][CH:2]1[NH:10][CH2:11][C:12]1[C:17]([F:18])=[CH:16][C:15](B(O)O)=[CH:14][C:13]=1[F:22].Br[C:24]1[CH:25]=[C:26]([N+:30]([O-:32])=[O:31])[CH:27]=[CH:28][CH:29]=1.C([O-])([O-])=O.[Na+].[Na+], predict the reaction product. The product is: [F:22][C:13]1[CH:14]=[C:15]([C:24]2[CH:29]=[CH:28][CH:27]=[C:26]([N+:30]([O-:32])=[O:31])[CH:25]=2)[CH:16]=[C:17]([F:18])[C:12]=1[CH2:11][NH:10][CH:2]1[CH2:3][C:4]2[C:9](=[CH:8][CH:7]=[CH:6][CH:5]=2)[CH2:1]1. (5) Given the reactants [CH:1]([Mg]Cl)([CH3:3])[CH3:2].[Cl:6][C:7]1[CH:23]=[CH:22][C:10]([C:11]([NH:13][CH2:14][C:15]2[CH:20]=[CH:19][C:18]([F:21])=[CH:17][CH:16]=2)=[O:12])=[CH:9][N:8]=1.CO.C(C1C(=O)C(Cl)=C(Cl)C(=O)C=1C#N)#N, predict the reaction product. The product is: [Cl:6][C:7]1[CH:23]=[C:22]([CH:1]([CH3:3])[CH3:2])[C:10]([C:11]([NH:13][CH2:14][C:15]2[CH:20]=[CH:19][C:18]([F:21])=[CH:17][CH:16]=2)=[O:12])=[CH:9][N:8]=1. (6) Given the reactants C[O:2][CH2:3][C@H:4]([CH3:34])[O:5][C:6]1[CH:7]=[C:8]([CH:20]=[C:21]([C:23]2[NH:24][C:25]([C:28]3[O:29][C@@H:30]([CH3:33])[CH2:31][N:32]=3)=[CH:26][CH:27]=2)[CH:22]=1)[O:9][C:10]1[CH:11]=[CH:12][C:13]([C:16]([NH:18][CH3:19])=[O:17])=[N:14][CH:15]=1.B(Br)(Br)Br.C(=O)([O-])O.[Na+], predict the reaction product. The product is: [OH:2][CH2:3][C@H:4]([CH3:34])[O:5][C:6]1[CH:7]=[C:8]([CH:20]=[C:21]([C:23]2[NH:24][C:25]([C:28]3[O:29][C@@H:30]([CH3:33])[CH2:31][N:32]=3)=[CH:26][CH:27]=2)[CH:22]=1)[O:9][C:10]1[CH:11]=[CH:12][C:13]([C:16]([NH:18][CH3:19])=[O:17])=[N:14][CH:15]=1. (7) Given the reactants Cl[C:2]1[CH:7]=[CH:6][C:5]([N+:8]([O-])=O)=[CH:4][N:3]=1.[C:11]1([CH:17]2[CH2:22][CH2:21][NH:20][CH2:19][CH2:18]2)[CH:16]=[CH:15][CH:14]=[CH:13][CH:12]=1, predict the reaction product. The product is: [C:11]1([CH:17]2[CH2:18][CH2:19][N:20]([C:2]3[N:3]=[CH:4][C:5]([NH2:8])=[CH:6][CH:7]=3)[CH2:21][CH2:22]2)[CH:16]=[CH:15][CH:14]=[CH:13][CH:12]=1.